From a dataset of Peptide-MHC class I binding affinity with 185,985 pairs from IEDB/IMGT. Regression. Given a peptide amino acid sequence and an MHC pseudo amino acid sequence, predict their binding affinity value. This is MHC class I binding data. The peptide sequence is EAARAALQG. The MHC is HLA-A01:01 with pseudo-sequence HLA-A01:01. The binding affinity (normalized) is 0.